The task is: Predict the reactants needed to synthesize the given product.. This data is from Full USPTO retrosynthesis dataset with 1.9M reactions from patents (1976-2016). (1) Given the product [CH3:17][C@H:6]1[O:5][S:1](=[O:2])[N:9]([C:10]([O:11][C:12]([CH3:13])([CH3:15])[CH3:14])=[O:16])[CH2:8][CH2:7]1, predict the reactants needed to synthesize it. The reactants are: [S:1](Cl)(Cl)=[O:2].[OH:5][C@H:6]([CH3:17])[CH2:7][CH2:8][NH:9][C:10](=[O:16])[O:11][C:12]([CH3:15])([CH3:14])[CH3:13].N1C=CC=CC=1.C(OCC)(=O)C. (2) Given the product [Cl:1][C:2]1[C:21]([Cl:22])=[CH:20][CH:19]=[CH:18][C:3]=1[CH2:4][S:5]([C:8]1[CH:9]=[C:10]2[C:14](=[CH:15][CH:16]=1)[NH:13][C:12](=[O:17])/[C:11]/2=[CH:23]\[C:25]1[NH:29][C:28]([CH3:30])=[C:27]([C:31]([OH:33])=[O:32])[C:26]=1[CH3:34])(=[O:6])=[O:7], predict the reactants needed to synthesize it. The reactants are: [Cl:1][C:2]1[C:21]([Cl:22])=[CH:20][CH:19]=[CH:18][C:3]=1[CH2:4][S:5]([C:8]1[CH:9]=[C:10]2[C:14](=[CH:15][CH:16]=1)[NH:13][C:12](=[O:17])[CH2:11]2)(=[O:7])=[O:6].[CH:23]([C:25]1[NH:29][C:28]([CH3:30])=[C:27]([C:31]([OH:33])=[O:32])[C:26]=1[CH3:34])=O. (3) The reactants are: C([O:3][C:4]([C:6]1[C:15]2[CH2:14][CH2:13][CH:12]([C:16]3[CH:21]=[CH:20][CH:19]=[CH:18][CH:17]=3)[CH2:11][C:10]=2[C:9]2=[N:22][C:23]([CH3:26])=[C:24]([CH3:25])[N:8]2[CH:7]=1)=[O:5])C.[OH-].[K+]. Given the product [CH3:26][C:23]1[N:22]=[C:9]2[C:10]3[CH2:11][CH:12]([C:16]4[CH:21]=[CH:20][CH:19]=[CH:18][CH:17]=4)[CH2:13][CH2:14][C:15]=3[C:6]([C:4]([OH:5])=[O:3])=[CH:7][N:8]2[C:24]=1[CH3:25], predict the reactants needed to synthesize it. (4) Given the product [C:1]([C:3]1([C:6]2[CH:7]=[C:8]([CH:21]=[CH:22][CH:23]=2)[C:9]([NH:11][C:12]2[CH:17]=[CH:16][C:15]([O:18][CH3:19])=[C:14]([O:20][C:31]3[CH:36]=[CH:35][C:34]([N+:37]([O-:39])=[O:38])=[CH:33][CH:32]=3)[CH:13]=2)=[O:10])[CH2:5][CH2:4]1)#[N:2], predict the reactants needed to synthesize it. The reactants are: [C:1]([C:3]1([C:6]2[CH:7]=[C:8]([CH:21]=[CH:22][CH:23]=2)[C:9]([NH:11][C:12]2[CH:17]=[CH:16][C:15]([O:18][CH3:19])=[C:14]([OH:20])[CH:13]=2)=[O:10])[CH2:5][CH2:4]1)#[N:2].C(=O)([O-])[O-].[K+].[K+].F[C:31]1[CH:36]=[CH:35][C:34]([N+:37]([O-:39])=[O:38])=[CH:33][CH:32]=1.O.